Dataset: Full USPTO retrosynthesis dataset with 1.9M reactions from patents (1976-2016). Task: Predict the reactants needed to synthesize the given product. (1) Given the product [C:1]([O:5][C:6]([N:8]1[CH2:12][CH2:11][C@H:10]([NH:13][C:14]2[CH:15]=[C:16]3[C:25](=[CH:26][C:27]=2/[CH:38]=[CH:37]/[O:39][CH2:40][CH3:41])[O:24][CH2:23][C:22]2[N:17]3[C@H:18]([CH3:30])[C:19](=[O:29])[NH:20][N:21]=2)[CH2:9]1)=[O:7])([CH3:4])([CH3:3])[CH3:2], predict the reactants needed to synthesize it. The reactants are: [C:1]([O:5][C:6]([N:8]1[CH2:12][CH2:11][C@H:10]([NH:13][C:14]2[CH:15]=[C:16]3[C:25](=[CH:26][C:27]=2Br)[O:24][CH2:23][C:22]2[N:17]3[C@H:18]([CH3:30])[C:19](=[O:29])[NH:20][N:21]=2)[CH2:9]1)=[O:7])([CH3:4])([CH3:3])[CH3:2].C([O-])([O-])=O.[K+].[K+].[CH2:37]([O:39]/[CH:40]=[CH:41]/B1OC(C)(C)C(C)(C)O1)[CH3:38]. (2) Given the product [Cl:48][C:46]1[C:45]([CH2:49][C:50]2[CH:55]=[CH:54][C:53]([CH2:56][CH3:57])=[CH:52][CH:51]=2)=[CH:44][C:43]([C@@:10]2([CH2:40][OH:58])[C@H:9]([O:8][CH2:1][C:2]3[CH:7]=[CH:6][CH:5]=[CH:4][CH:3]=3)[C@@H:14]([O:15][CH2:16][C:17]3[CH:22]=[CH:21][CH:20]=[CH:19][CH:18]=3)[C@H:13]([O:23][CH2:24][C:25]3[CH:30]=[CH:29][CH:28]=[CH:27][CH:26]=3)[C@@H:12]([CH2:31][O:32][CH2:33][C:34]3[CH:35]=[CH:36][CH:37]=[CH:38][CH:39]=3)[O:11]2)=[C:42]([OH:41])[CH:47]=1, predict the reactants needed to synthesize it. The reactants are: [CH2:1]([O:8][C@@H:9]1[C@@H:14]([O:15][CH2:16][C:17]2[CH:22]=[CH:21][CH:20]=[CH:19][CH:18]=2)[C@H:13]([O:23][CH2:24][C:25]2[CH:30]=[CH:29][CH:28]=[CH:27][CH:26]=2)[C@@H:12]([CH2:31][O:32][CH2:33][C:34]2[CH:39]=[CH:38][CH:37]=[CH:36][CH:35]=2)[O:11][C@:10]21[C:43]1[CH:44]=[C:45]([CH2:49][C:50]3[CH:55]=[CH:54][C:53]([CH2:56][CH3:57])=[CH:52][CH:51]=3)[C:46]([Cl:48])=[CH:47][C:42]=1[O:41][C@H:40]2[OH:58])[C:2]1[CH:7]=[CH:6][CH:5]=[CH:4][CH:3]=1.[BH4-].[Na+]. (3) Given the product [C:36]([O:40][C:41](=[O:61])[NH:42][C:43]1[CH:48]=[CH:47][CH:46]=[C:45]([C:49]2[CH:54]=[C:53]([CH2:55][CH3:56])[C:52]([CH:57]=[CH:5][CH2:4][N:3]([CH3:25])[CH3:2])=[CH:51][C:50]=2[O:59][CH3:60])[N:44]=1)([CH3:37])([CH3:38])[CH3:39], predict the reactants needed to synthesize it. The reactants are: [Br-].[CH3:2][N:3]([CH3:25])[CH2:4][CH2:5][P+](C1C=CC=CC=1)(C1C=CC=CC=1)C1C=CC=CC=1.C[Si]([N-][Si](C)(C)C)(C)C.[Li+].[C:36]([O:40][C:41](=[O:61])[NH:42][C:43]1[CH:48]=[CH:47][CH:46]=[C:45]([C:49]2[CH:54]=[C:53]([CH2:55][CH3:56])[C:52]([CH:57]=O)=[CH:51][C:50]=2[O:59][CH3:60])[N:44]=1)([CH3:39])([CH3:38])[CH3:37].ClCCl. (4) Given the product [SH:9][C:7]1[S:8][C:4]2[CH:3]=[C:2]([N:1]3[C:14](=[O:13])[CH2:15][NH:16][C:17]3=[S:18])[CH:11]=[CH:10][C:5]=2[N:6]=1, predict the reactants needed to synthesize it. The reactants are: [NH2:1][C:2]1[CH:11]=[CH:10][C:5]2[N:6]=[C:7]([SH:9])[S:8][C:4]=2[CH:3]=1.C[O:13][C:14](=O)[CH2:15][N:16]=[C:17]=[S:18]. (5) Given the product [Cl:11][C:4]1[C:3]([CH3:12])=[C:2]([B:29]2[O:33][C:32]([CH3:35])([CH3:34])[C:31]([CH3:37])([CH3:36])[O:30]2)[CH:7]=[C:6]([F:8])[C:5]=1[O:9][CH3:10], predict the reactants needed to synthesize it. The reactants are: Br[C:2]1[CH:7]=[C:6]([F:8])[C:5]([O:9][CH3:10])=[C:4]([Cl:11])[C:3]=1[CH3:12].C(=O)=O.CC(C)=O.[Li]CCCC.C(O[B:29]1[O:33][C:32]([CH3:35])([CH3:34])[C:31]([CH3:37])([CH3:36])[O:30]1)(C)C. (6) Given the product [CH:11]([C:4]1[C:5]2[O:9][CH:8]=[CH:7][C:6]=2[CH:10]=[C:2]([C:14]#[N:13])[CH:3]=1)=[O:12], predict the reactants needed to synthesize it. The reactants are: Br[C:2]1[CH:3]=[C:4]([CH:11]=[O:12])[C:5]2[O:9][CH:8]=[CH:7][C:6]=2[CH:10]=1.[N:13]1C=CC=C[CH:14]=1.C([Cu])#N.CCOC(C)=O. (7) Given the product [CH:14]1([O:17][C:18]2[CH:23]=[CH:22][C:21]([O:24][C:25]([F:26])([F:27])[F:28])=[CH:20][C:19]=2[C@H:29]2[CH2:33][O:32][C@:31]3([CH2:39][CH2:38][C@H:37]4[NH:40][C@@:34]3([C:50]3[CH:51]=[CH:52][CH:53]=[CH:54][CH:55]=3)[CH2:35][CH2:36]4)[CH2:30]2)[CH2:16][CH2:15]1, predict the reactants needed to synthesize it. The reactants are: OOS([O-])=O.[K+].C1(S[C:14]2([O:17][C:18]3[CH:23]=[CH:22][C:21]([O:24][C:25]([F:28])([F:27])[F:26])=[CH:20][C:19]=3[C@H:29]3[CH2:33][O:32][C@:31]4([CH2:39][CH2:38][C@@H:37]5[NH:40][C@@:34]4([C:50]4[CH:55]=[CH:54][CH:53]=[CH:52][CH:51]=4)[CH2:35][C@H:36]5S(C4C=CC=CC=4)(=O)=O)[CH2:30]3)[CH2:16][CH2:15]2)C=CC=CC=1.[O-2].[Al+3].[O-2].[O-2].[Al+3].P([O-])([O-])(O)=O.[Na+].[Na+]. (8) Given the product [Cl:20][C:16]1[CH:15]=[C:14]([C:8]2[C:9]([O:12][CH3:13])=[CH:10][CH:11]=[C:6]([CH2:5][C:31]3[CH:32]=[CH:33][C:34]([N:37]4[CH2:38][CH2:39][NH:40][CH2:41][CH2:42]4)=[N:35][CH:36]=3)[C:7]=2[F:21])[CH:19]=[CH:18][CH:17]=1, predict the reactants needed to synthesize it. The reactants are: COC(=O)O[CH2:5][C:6]1[C:7]([F:21])=[C:8]([C:14]2[CH:19]=[CH:18][CH:17]=[C:16]([Cl:20])[CH:15]=2)[C:9]([O:12][CH3:13])=[CH:10][CH:11]=1.CC1(C)C(C)(C)OB([C:31]2[CH:32]=[CH:33][C:34]([N:37]3[CH2:42][CH2:41][NH:40][CH2:39][CH2:38]3)=[N:35][CH:36]=2)O1.C1(P(C(P(C2C=CC=CC=2)C2C=CC=CC=2)(CC)CC)C2C=CC=CC=2)C=CC=CC=1.C(=O)([O-])[O-].[K+].[K+].